This data is from Full USPTO retrosynthesis dataset with 1.9M reactions from patents (1976-2016). The task is: Predict the reactants needed to synthesize the given product. (1) Given the product [CH3:27][O:26][C:25]1[CH:24]=[CH:23][C:22]([C:13]([C:14]2[CH:15]=[CH:16][C:17]([O:18][CH3:19])=[CH:20][CH:21]=2)([C:30]2[CH:35]=[CH:34][CH:33]=[CH:32][CH:31]=2)[NH:12][S:9]([C:6]2[CH:5]=[CH:4][C:3]([C:1]#[CH:2])=[CH:8][CH:7]=2)(=[O:10])=[O:11])=[CH:29][CH:28]=1, predict the reactants needed to synthesize it. The reactants are: [C:1]([C:3]1[CH:8]=[CH:7][C:6]([S:9]([NH2:12])(=[O:11])=[O:10])=[CH:5][CH:4]=1)#[CH:2].[C:13](Cl)([C:30]1[CH:35]=[CH:34][CH:33]=[CH:32][CH:31]=1)([C:22]1[CH:29]=[CH:28][C:25]([O:26][CH3:27])=[CH:24][CH:23]=1)[C:14]1[CH:21]=[CH:20][C:17]([O:18][CH3:19])=[CH:16][CH:15]=1. (2) Given the product [Cl:1][C:2]1[CH:7]=[C:6]([N:8]=[C:15]=[S:16])[CH:5]=[CH:4][C:3]=1[C:9]1[CH:14]=[CH:13][CH:12]=[CH:11][CH:10]=1, predict the reactants needed to synthesize it. The reactants are: [Cl:1][C:2]1[CH:7]=[C:6]([NH2:8])[CH:5]=[CH:4][C:3]=1[C:9]1[CH:14]=[CH:13][CH:12]=[CH:11][CH:10]=1.[C:15](N1C=CN=C1)(N1C=CN=C1)=[S:16].